This data is from Orexin1 receptor HTS with 218,158 compounds and 233 confirmed actives. The task is: Binary Classification. Given a drug SMILES string, predict its activity (active/inactive) in a high-throughput screening assay against a specified biological target. (1) The drug is O=C1N(CC(C1)C(=O)NCCCOC(C)C)Cc1ccc(OC)cc1. The result is 0 (inactive). (2) The drug is O1CCN(CCCN\C=C2\c3c(C(=O)N(C2=O)Cc2ccccc2)cccc3)CC1. The result is 0 (inactive).